This data is from NCI-60 drug combinations with 297,098 pairs across 59 cell lines. The task is: Regression. Given two drug SMILES strings and cell line genomic features, predict the synergy score measuring deviation from expected non-interaction effect. (1) Drug 1: CN(C(=O)NC(C=O)C(C(C(CO)O)O)O)N=O. Drug 2: CC12CCC3C(C1CCC2OP(=O)(O)O)CCC4=C3C=CC(=C4)OC(=O)N(CCCl)CCCl.[Na+]. Cell line: HT29. Synergy scores: CSS=0.00450, Synergy_ZIP=-4.60, Synergy_Bliss=-7.90, Synergy_Loewe=-9.68, Synergy_HSA=-8.94. (2) Synergy scores: CSS=56.0, Synergy_ZIP=1.90, Synergy_Bliss=1.99, Synergy_Loewe=-12.5, Synergy_HSA=2.65. Cell line: OVCAR3. Drug 1: CC1CC(C(C(C=C(C(C(C=CC=C(C(=O)NC2=CC(=O)C(=C(C1)C2=O)OC)C)OC)OC(=O)N)C)C)O)OC. Drug 2: CCC1=C2N=C(C=C(N2N=C1)NCC3=C[N+](=CC=C3)[O-])N4CCCCC4CCO. (3) Drug 1: CS(=O)(=O)C1=CC(=C(C=C1)C(=O)NC2=CC(=C(C=C2)Cl)C3=CC=CC=N3)Cl. Drug 2: C1=C(C(=O)NC(=O)N1)N(CCCl)CCCl. Cell line: 786-0. Synergy scores: CSS=58.4, Synergy_ZIP=5.57, Synergy_Bliss=6.79, Synergy_Loewe=0.324, Synergy_HSA=7.96. (4) Drug 1: C1=C(C(=O)NC(=O)N1)F. Drug 2: C1=CC=C(C=C1)NC(=O)CCCCCCC(=O)NO. Cell line: SN12C. Synergy scores: CSS=32.2, Synergy_ZIP=4.08, Synergy_Bliss=5.13, Synergy_Loewe=6.72, Synergy_HSA=7.06. (5) Drug 1: CC1=CC2C(CCC3(C2CCC3(C(=O)C)OC(=O)C)C)C4(C1=CC(=O)CC4)C. Drug 2: C(CN)CNCCSP(=O)(O)O. Cell line: NCI-H460. Synergy scores: CSS=1.34, Synergy_ZIP=-1.67, Synergy_Bliss=-2.26, Synergy_Loewe=-2.33, Synergy_HSA=-1.81. (6) Drug 1: CC1=C(C=C(C=C1)NC(=O)C2=CC=C(C=C2)CN3CCN(CC3)C)NC4=NC=CC(=N4)C5=CN=CC=C5. Drug 2: CCC1(CC2CC(C3=C(CCN(C2)C1)C4=CC=CC=C4N3)(C5=C(C=C6C(=C5)C78CCN9C7C(C=CC9)(C(C(C8N6C)(C(=O)OC)O)OC(=O)C)CC)OC)C(=O)OC)O.OS(=O)(=O)O. Cell line: RPMI-8226. Synergy scores: CSS=36.4, Synergy_ZIP=10.7, Synergy_Bliss=11.8, Synergy_Loewe=6.50, Synergy_HSA=8.36. (7) Drug 1: CC(C1=C(C=CC(=C1Cl)F)Cl)OC2=C(N=CC(=C2)C3=CN(N=C3)C4CCNCC4)N. Drug 2: C1=CC=C(C=C1)NC(=O)CCCCCCC(=O)NO. Cell line: SK-OV-3. Synergy scores: CSS=6.14, Synergy_ZIP=-2.01, Synergy_Bliss=-1.02, Synergy_Loewe=-2.62, Synergy_HSA=-0.844.